Predict the reactants needed to synthesize the given product. From a dataset of Full USPTO retrosynthesis dataset with 1.9M reactions from patents (1976-2016). (1) Given the product [CH:1]1[CH2:8][CH2:7][CH2:6][CH2:5][CH2:4][CH2:3][CH:2]=1.[CH:1]1[CH2:8][CH2:7][CH:6]=[CH:5][CH2:4][CH2:3][CH:2]=1, predict the reactants needed to synthesize it. The reactants are: [CH:1]1[CH2:8][CH2:7][CH2:6][CH2:5][CH2:4][CH2:3][CH:2]=1. (2) Given the product [CH:11]1([C:3]2[CH:4]=[CH:5][C:6]([C:8]([OH:10])=[O:9])=[N:7][C:2]=2[O:20][C@H:16]([C:15]([F:22])([F:21])[F:14])[CH2:17][CH2:18][OH:19])[CH2:13][CH2:12]1, predict the reactants needed to synthesize it. The reactants are: Cl[C:2]1[N:7]=[C:6]([C:8]([OH:10])=[O:9])[CH:5]=[CH:4][C:3]=1[CH:11]1[CH2:13][CH2:12]1.[F:14][C:15]([F:22])([F:21])[C@@H:16]([OH:20])[CH2:17][CH2:18][OH:19].CC(C)([O-])C.[K+].Cl. (3) Given the product [CH3:9][CH:10]1[CH2:15][CH:14]([CH3:16])[CH2:13][N:12]([C:2]2[N:7]=[C:6]([NH2:8])[CH:5]=[CH:4][CH:3]=2)[CH2:11]1, predict the reactants needed to synthesize it. The reactants are: F[C:2]1[N:7]=[C:6]([NH2:8])[CH:5]=[CH:4][CH:3]=1.[CH3:9][CH:10]1[CH2:15][CH:14]([CH3:16])[CH2:13][NH:12][CH2:11]1.